This data is from Forward reaction prediction with 1.9M reactions from USPTO patents (1976-2016). The task is: Predict the product of the given reaction. (1) Given the reactants C(O)(=O)C.[F:5][C:6]1[CH:7]=[C:8]2[C:14]([C:15](=[NH:17])[NH2:16])=[N:13][N:12]([CH2:18][C:19]3[N:24]=[CH:23][CH:22]=[CH:21][N:20]=3)[C:9]2=[N:10][CH:11]=1.C([N:27](CC)CC)C.O.NN, predict the reaction product. The product is: [F:5][C:6]1[CH:7]=[C:8]2[C:14]([C:15](=[NH:16])[NH:17][NH2:27])=[N:13][N:12]([CH2:18][C:19]3[N:24]=[CH:23][CH:22]=[CH:21][N:20]=3)[C:9]2=[N:10][CH:11]=1. (2) Given the reactants CS[C:3](SC)=[CH:4][C:5]([C:7]1[CH:12]=[CH:11][CH:10]=[CH:9][CH:8]=1)=[O:6].[NH2:15][CH2:16][C:17]([CH3:21])([CH3:20])[CH2:18][NH2:19], predict the reaction product. The product is: [CH3:20][C:17]1([CH3:21])[CH2:18][NH:19][C:3](=[CH:4][C:5]([C:7]2[CH:12]=[CH:11][CH:10]=[CH:9][CH:8]=2)=[O:6])[NH:15][CH2:16]1. (3) Given the reactants [CH3:1][O:2][C:3]([C:5]1[CH:18]=[CH:17][C:16]2[S:15][C:14]3[C:9](=[CH:10][CH:11]=[CH:12][C:13]=3B3OC(C)(C)C(C)(C)O3)[S:8][C:7]=2[CH:6]=1)=[O:4].Cl[C:29]1[O:30][C:31]([N:36]2[CH2:41][CH2:40][O:39][CH2:38][CH2:37]2)=[CH:32][C:33](=[O:35])[CH:34]=1.C([O-])([O-])=O.[K+].[K+], predict the reaction product. The product is: [CH3:1][O:2][C:3]([C:5]1[CH:18]=[CH:17][C:16]2[S:15][C:10]3[C:9](=[CH:14][CH:13]=[CH:12][C:11]=3[C:29]3[O:30][C:31]([N:36]4[CH2:37][CH2:38][O:39][CH2:40][CH2:41]4)=[CH:32][C:33](=[O:35])[CH:34]=3)[S:8][C:7]=2[CH:6]=1)=[O:4]. (4) Given the reactants [CH2:1]([O:3][C:4]([C:6]1[CH2:11][C@@H:10]([NH:12]CC=C)[C@H:9]([OH:16])[C@H:8]([O:17][CH:18]([CH2:21][CH3:22])[CH2:19][CH3:20])[CH:7]=1)=[O:5])[CH3:2].C(CN)O.S(=O)(=O)(O)O, predict the reaction product. The product is: [CH2:1]([O:3][C:4]([C:6]1[CH2:11][C@@H:10]([NH2:12])[C@H:9]([OH:16])[C@H:8]([O:17][CH:18]([CH2:19][CH3:20])[CH2:21][CH3:22])[CH:7]=1)=[O:5])[CH3:2]. (5) Given the reactants O=[Si]=O.[C:4]([O-:23])(=[O:22])[CH2:5][CH2:6][CH2:7][CH2:8][CH2:9][CH2:10][CH2:11][CH2:12][CH2:13][CH2:14][CH2:15]CCCCCC.[Mg+2].[C:4]([O-:23])(=[O:22])[CH2:5][CH2:6][CH2:7][CH2:8][CH2:9][CH2:10][CH2:11][CH2:12][CH2:13][CH2:14][CH2:15]CCCCCC.[Na], predict the reaction product. The product is: [CH3:15][CH2:14][CH2:13]/[CH:12]=[C:11]1/[C:10]2[CH2:9][CH2:8][CH:7]=[CH:6][C:5]=2[C:4]([O:22]/1)=[O:23]. (6) Given the reactants C([C@@H]1COC(=O)N1[C:14](=[O:25])[CH:15]([C:17]1[CH:22]=[CH:21][CH:20]=[C:19]([Cl:23])[C:18]=1[Cl:24])[CH3:16])C1C=CC=CC=1.[Li].[Li+].[O-:28][O-], predict the reaction product. The product is: [Cl:24][C:18]1[C:19]([Cl:23])=[CH:20][CH:21]=[CH:22][C:17]=1[C@@H:15]([CH3:16])[C:14]([OH:25])=[O:28]. (7) Given the reactants [OH:1][C:2]1[CH:3]=[CH:4][CH:5]=[C:6]2[C:11]=1[N:10]=[CH:9][CH:8]=[CH:7]2.[Br:12][C:13]1[C:14]([O:23][CH3:24])=[C:15]([O:21][CH3:22])[CH:16]=[C:17]([CH:20]=1)[CH:18]=O.[C:25](#[N:29])[CH2:26][C:27]#[N:28].C1N2CCN(CC2)C1, predict the reaction product. The product is: [NH2:29][C:25]1[O:1][C:2]2[C:11]3[C:6](=[CH:7][CH:8]=[CH:9][N:10]=3)[CH:5]=[CH:4][C:3]=2[CH:18]([C:17]2[CH:16]=[C:15]([O:21][CH3:22])[C:14]([O:23][CH3:24])=[C:13]([Br:12])[CH:20]=2)[C:26]=1[C:27]#[N:28].